This data is from Reaction yield outcomes from USPTO patents with 853,638 reactions. The task is: Predict the reaction yield, written as a fraction of the theoretical maximum amount of product (1.0 means a 100% yield; for example, 0.34 means a 34% yield). (1) The reactants are [NH2:1][C:2]1[CH:7]=[C:6]([O:8][C:9]2[CH:14]=[CH:13][C:12]([NH:15][C:16]([C:18]3([C:21]([NH:23][C:24]4[CH:29]=[CH:28][C:27]([F:30])=[CH:26][CH:25]=4)=[O:22])[CH2:20][CH2:19]3)=[O:17])=[C:11]([F:31])[CH:10]=2)[CH:5]=[CH:4][N:3]=1.N1C=CC=CC=1.[C:38](OC(=O)C)(=[O:40])[CH3:39]. The catalyst is C(Cl)Cl. The product is [C:38]([NH:1][C:2]1[CH:7]=[C:6]([O:8][C:9]2[CH:14]=[CH:13][C:12]([NH:15][C:16]([C:18]3([C:21]([NH:23][C:24]4[CH:25]=[CH:26][C:27]([F:30])=[CH:28][CH:29]=4)=[O:22])[CH2:20][CH2:19]3)=[O:17])=[C:11]([F:31])[CH:10]=2)[CH:5]=[CH:4][N:3]=1)(=[O:40])[CH3:39]. The yield is 0.690. (2) The reactants are C(OCC)(OCC)OCC.[NH2:11][C:12]1[CH:17]=[CH:16][CH:15]=[CH:14][CH:13]=1.[C:18]1([N:24]=[CH:25]OCC)[CH:23]=[CH:22][CH:21]=[CH:20][CH:19]=1. No catalyst specified. The product is [C:12]1([NH:11][CH:25]=[N:24][C:18]2[CH:23]=[CH:22][CH:21]=[CH:20][CH:19]=2)[CH:17]=[CH:16][CH:15]=[CH:14][CH:13]=1. The yield is 0.800.